Task: Predict the reactants needed to synthesize the given product.. Dataset: Full USPTO retrosynthesis dataset with 1.9M reactions from patents (1976-2016) (1) Given the product [CH:65]1([N:64]2[C:61]3[CH:62]=[CH:63][C:58]([C:57]([OH:56])=[O:72])=[CH:59][C:60]=3[N:71]=[C:12]2[C:9]2[CH:10]=[C:11]3[C:6](=[CH:7][CH:8]=2)[O:5][C:4]([C:15]2[CH:16]=[CH:17][CH:18]=[CH:19][CH:20]=2)=[CH:3][C:2]3=[O:1])[CH2:66][CH2:67][CH2:68][CH2:69][CH2:70]1, predict the reactants needed to synthesize it. The reactants are: [O:1]=[C:2]1[C:11]2[C:6](=[CH:7][CH:8]=[C:9]([C:12](O)=O)[CH:10]=2)[O:5][C:4]([C:15]2[CH:20]=[CH:19][CH:18]=[CH:17][CH:16]=2)=[CH:3]1.CN(C(ON1N=NC2C=CC=NC1=2)=[N+](C)C)C.F[P-](F)(F)(F)(F)F.C(N(C(C)C)CC)(C)C.C([O:56][C:57](=[O:72])[C:58]1[CH:63]=[CH:62][C:61]([NH:64][CH:65]2[CH2:70][CH2:69][CH2:68][CH2:67][CH2:66]2)=[C:60]([NH2:71])[CH:59]=1)C.[OH-].[Na+]. (2) Given the product [N+:9]([C:5]1[C:6]([OH:8])=[N:7][C:2](/[CH:1]=[CH:13]/[C:14]2[CH:19]=[CH:18][CH:17]=[CH:16][CH:15]=2)=[N:3][C:4]=1[OH:12])([O-:11])=[O:10], predict the reactants needed to synthesize it. The reactants are: [CH3:1][C:2]1[N:7]=[C:6]([OH:8])[C:5]([N+:9]([O-:11])=[O:10])=[C:4]([OH:12])[N:3]=1.[CH:13](=O)[C:14]1[CH:19]=[CH:18][CH:17]=[CH:16][CH:15]=1.N1CCCCC1.CO. (3) Given the product [F:13][C:10]1[CH:11]=[CH:12][C:7]([C:4]2[S:5][CH:6]=[C:2]([C:20]3[CH:21]=[C:16]([O:15][CH3:14])[C:17]([NH2:31])=[N:18][CH:19]=3)[N:3]=2)=[CH:8][CH:9]=1, predict the reactants needed to synthesize it. The reactants are: Br[C:2]1[N:3]=[C:4]([C:7]2[CH:12]=[CH:11][C:10]([F:13])=[CH:9][CH:8]=2)[S:5][CH:6]=1.[CH3:14][O:15][C:16]1[C:17]([NH2:31])=[N:18][CH:19]=[C:20](B2OC(C)(C)C(C)(C)O2)[CH:21]=1.C([O-])([O-])=O.[Na+].[Na+]. (4) Given the product [Cl:17][C:18]1[CH:23]=[CH:22][C:21]([C:24]2[CH2:29][CH2:28][N:27]([CH2:8][CH2:7][CH2:6][NH:5][C:3](=[O:4])[C:2]([F:15])([F:14])[F:1])[CH2:26][CH:25]=2)=[CH:20][CH:19]=1, predict the reactants needed to synthesize it. The reactants are: [F:1][C:2]([F:15])([F:14])[C:3]([NH:5][CH2:6][CH2:7][CH2:8]OS(C)(=O)=O)=[O:4].Cl.[Cl:17][C:18]1[CH:23]=[CH:22][C:21]([C:24]2[CH2:25][CH2:26][NH:27][CH2:28][CH:29]=2)=[CH:20][CH:19]=1.C(N(CC)CC)C.